Dataset: Catalyst prediction with 721,799 reactions and 888 catalyst types from USPTO. Task: Predict which catalyst facilitates the given reaction. Reactant: [Cl:1][C:2]1[N:3]=[C:4]([N:18]2[CH2:23][CH2:22][O:21][CH2:20][CH2:19]2)[C:5]2[S:10][C:9]([C:11]3[CH:12]=[CH:13][C:14]([NH2:17])=[N:15][CH:16]=3)=[CH:8][C:6]=2[N:7]=1.[C:24]([O:27][C:28]([C:31](Cl)=[O:32])([CH3:30])[CH3:29])(=[O:26])[CH3:25].C(N(CC)CC)C.CO. Product: [C:24]([O:27][C:28]([C:31](=[O:32])[NH:17][C:14]1[CH:13]=[CH:12][C:11]([C:9]2[S:10][C:5]3[C:4]([N:18]4[CH2:19][CH2:20][O:21][CH2:22][CH2:23]4)=[N:3][C:2]([Cl:1])=[N:7][C:6]=3[CH:8]=2)=[CH:16][N:15]=1)([CH3:30])[CH3:29])(=[O:26])[CH3:25]. The catalyst class is: 1.